This data is from Full USPTO retrosynthesis dataset with 1.9M reactions from patents (1976-2016). The task is: Predict the reactants needed to synthesize the given product. (1) Given the product [Br:1][C:2]1[S:3][C:4]([C:13](=[O:24])[C:14]2[CH:19]=[CH:18][C:17]([C:32]#[C:31][C:25]3[CH:30]=[CH:29][CH:28]=[CH:27][CH:26]=3)=[C:16]([N+:21]([O-:23])=[O:22])[CH:15]=2)=[CH:5][C:6]=1[CH2:7][C:8]([O:10][CH2:11][CH3:12])=[O:9], predict the reactants needed to synthesize it. The reactants are: [Br:1][C:2]1[S:3][C:4]([C:13](=[O:24])[C:14]2[CH:19]=[CH:18][C:17](I)=[C:16]([N+:21]([O-:23])=[O:22])[CH:15]=2)=[CH:5][C:6]=1[CH2:7][C:8]([O:10][CH2:11][CH3:12])=[O:9].[C:25]1([C:31]#[CH:32])[CH:30]=[CH:29][CH:28]=[CH:27][CH:26]=1.C([O-])([O-])=O.[K+].[K+].CCN(CC)CC. (2) The reactants are: C[O:2][C:3]1[CH:8]=[C:7]([O:9][CH3:10])[CH:6]=[CH:5][C:4]=1[C:11](=[O:23])[CH2:12][C:13]1[CH:22]=[CH:21][C:16]([C:17]([O:19][CH3:20])=[O:18])=[CH:15][CH:14]=1.B(Br)(Br)Br.C(Cl)Cl.Cl. Given the product [OH:2][C:3]1[CH:8]=[C:7]([O:9][CH3:10])[CH:6]=[CH:5][C:4]=1[C:11](=[O:23])[CH2:12][C:13]1[CH:14]=[CH:15][C:16]([C:17]([O:19][CH3:20])=[O:18])=[CH:21][CH:22]=1, predict the reactants needed to synthesize it.